From a dataset of NCI-60 drug combinations with 297,098 pairs across 59 cell lines. Regression. Given two drug SMILES strings and cell line genomic features, predict the synergy score measuring deviation from expected non-interaction effect. (1) Drug 1: CN(C(=O)NC(C=O)C(C(C(CO)O)O)O)N=O. Drug 2: N.N.Cl[Pt+2]Cl. Synergy scores: CSS=20.2, Synergy_ZIP=5.34, Synergy_Bliss=11.6, Synergy_Loewe=-10.2, Synergy_HSA=5.16. Cell line: HCC-2998. (2) Drug 1: CC1=C2C(C(=O)C3(C(CC4C(C3C(C(C2(C)C)(CC1OC(=O)C(C(C5=CC=CC=C5)NC(=O)OC(C)(C)C)O)O)OC(=O)C6=CC=CC=C6)(CO4)OC(=O)C)OC)C)OC. Drug 2: CCN(CC)CCNC(=O)C1=C(NC(=C1C)C=C2C3=C(C=CC(=C3)F)NC2=O)C. Cell line: 786-0. Synergy scores: CSS=42.7, Synergy_ZIP=2.48, Synergy_Bliss=-0.195, Synergy_Loewe=-26.7, Synergy_HSA=-1.82. (3) Drug 2: CC(C)NC(=O)C1=CC=C(C=C1)CNNC.Cl. Synergy scores: CSS=-0.544, Synergy_ZIP=-0.807, Synergy_Bliss=-2.93, Synergy_Loewe=-4.81, Synergy_HSA=-3.82. Drug 1: CN(C(=O)NC(C=O)C(C(C(CO)O)O)O)N=O. Cell line: PC-3. (4) Drug 1: CC1=C(C=C(C=C1)NC(=O)C2=CC=C(C=C2)CN3CCN(CC3)C)NC4=NC=CC(=N4)C5=CN=CC=C5. Drug 2: C1=NNC2=C1C(=O)NC=N2. Cell line: MDA-MB-435. Synergy scores: CSS=-2.81, Synergy_ZIP=0.598, Synergy_Bliss=-0.817, Synergy_Loewe=-2.90, Synergy_HSA=-2.60. (5) Cell line: OVCAR-5. Synergy scores: CSS=48.4, Synergy_ZIP=-4.10, Synergy_Bliss=-1.89, Synergy_Loewe=2.74, Synergy_HSA=4.32. Drug 2: CC1=C(N=C(N=C1N)C(CC(=O)N)NCC(C(=O)N)N)C(=O)NC(C(C2=CN=CN2)OC3C(C(C(C(O3)CO)O)O)OC4C(C(C(C(O4)CO)O)OC(=O)N)O)C(=O)NC(C)C(C(C)C(=O)NC(C(C)O)C(=O)NCCC5=NC(=CS5)C6=NC(=CS6)C(=O)NCCC[S+](C)C)O. Drug 1: C1=CN(C(=O)N=C1N)C2C(C(C(O2)CO)O)O.Cl. (6) Drug 2: C1CC(=O)NC(=O)C1N2C(=O)C3=CC=CC=C3C2=O. Cell line: SK-OV-3. Synergy scores: CSS=4.94, Synergy_ZIP=1.15, Synergy_Bliss=5.44, Synergy_Loewe=2.92, Synergy_HSA=3.55. Drug 1: CC1=C(C=C(C=C1)NC2=NC=CC(=N2)N(C)C3=CC4=NN(C(=C4C=C3)C)C)S(=O)(=O)N.Cl. (7) Drug 1: C1C(C(OC1N2C=C(C(=O)NC2=O)F)CO)O. Drug 2: C1C(C(OC1N2C=NC(=NC2=O)N)CO)O. Cell line: 786-0. Synergy scores: CSS=5.59, Synergy_ZIP=-5.84, Synergy_Bliss=-3.95, Synergy_Loewe=-8.77, Synergy_HSA=-3.07.